This data is from Aqueous solubility values for 9,982 compounds from the AqSolDB database. The task is: Regression/Classification. Given a drug SMILES string, predict its absorption, distribution, metabolism, or excretion properties. Task type varies by dataset: regression for continuous measurements (e.g., permeability, clearance, half-life) or binary classification for categorical outcomes (e.g., BBB penetration, CYP inhibition). For this dataset (solubility_aqsoldb), we predict Y. (1) The molecule is CCn1ccc(NS(=O)(=O)c2ccc(N)cc2)nc1=O. The Y is -2.23 log mol/L. (2) The drug is CC(=O)OC(C)CC(C)C. The Y is -2.05 log mol/L. (3) The drug is Nc1nc(N)c2nc(N)[nH]c2n1. The Y is -1.52 log mol/L. (4) The drug is CCCCC. The Y is -3.01 log mol/L. (5) The Y is -0.0800 log mol/L. The compound is Nc1cccc(N)n1. (6) The compound is CSc1ccc2oc3ccc(C(=O)O)cc3c(=O)c2c1. The Y is -5.32 log mol/L. (7) The drug is Ic1ccccc1. The Y is -3.01 log mol/L. (8) The compound is C/C=C\C. The Y is -1.93 log mol/L. (9) The compound is NS(=O)(=O)c1cc2c(cc1C(F)(F)F)NC(Cc1ccccc1)NS2(=O)=O. The Y is -3.59 log mol/L.